From a dataset of Full USPTO retrosynthesis dataset with 1.9M reactions from patents (1976-2016). Predict the reactants needed to synthesize the given product. (1) Given the product [CH2:24]([O:23][CH:10]([O:9][CH2:7][CH3:8])[C:11]1[CH:12]=[CH:13][C:14]([C:17]#[CH:18])=[N:15][CH:16]=1)[CH3:25], predict the reactants needed to synthesize it. The reactants are: C(=O)([O-])[O-].[K+].[K+].[CH2:7]([O:9][CH:10]([O:23][CH2:24][CH3:25])[C:11]1[CH:12]=[CH:13][C:14]([C:17]#[C:18][Si](C)(C)C)=[N:15][CH:16]=1)[CH3:8]. (2) The reactants are: [F:1][C:2]([F:12])([F:11])[O:3][C:4]1[CH:5]=[C:6]([OH:10])[CH:7]=[CH:8][CH:9]=1.[H-].[Na+].Cl[C:16]1[C:21]([Cl:22])=[CH:20][C:19]([N+:23]([O-:25])=[O:24])=[CH:18][N:17]=1.O. Given the product [Cl:22][C:21]1[C:16]([O:10][C:6]2[CH:7]=[CH:8][CH:9]=[C:4]([O:3][C:2]([F:11])([F:12])[F:1])[CH:5]=2)=[N:17][CH:18]=[C:19]([N+:23]([O-:25])=[O:24])[CH:20]=1, predict the reactants needed to synthesize it. (3) Given the product [F:14][C:11]([F:13])([F:12])[C:7]1[CH:6]=[C:5]([C:3]2[N:4]=[C:16]([CH2:17][N:18]3[CH:22]=[C:21]([C:23]([O:25][CH2:26][CH3:27])=[O:24])[CH:20]=[N:19]3)[O:1][N:2]=2)[CH:10]=[CH:9][CH:8]=1, predict the reactants needed to synthesize it. The reactants are: [OH:1][N:2]=[C:3]([C:5]1[CH:10]=[CH:9][CH:8]=[C:7]([C:11]([F:14])([F:13])[F:12])[CH:6]=1)[NH2:4].Cl[C:16](=O)[CH2:17][N:18]1[CH:22]=[C:21]([C:23]([O:25][CH2:26][CH3:27])=[O:24])[CH:20]=[N:19]1.O.